From a dataset of Full USPTO retrosynthesis dataset with 1.9M reactions from patents (1976-2016). Predict the reactants needed to synthesize the given product. (1) The reactants are: [Si:1]([O:8][C@@:9]12[C:28](=[O:29])[O:27][C@@H:11]([C@H:12]([O:19][Si:20]([C:23]([CH3:26])([CH3:25])[CH3:24])([CH3:22])[CH3:21])[C:13]3[S:14][C:15](I)=[CH:16][C:17]=31)[CH2:10]2)([C:4]([CH3:7])([CH3:6])[CH3:5])([CH3:3])[CH3:2].O1CCO[CH2:32][CH2:31]1.C([O-])([O-])=O.[K+].[K+].C(B1OC(C)(C)C(C)(C)O1)=C. Given the product [Si:1]([O:8][C@@:9]12[C:28](=[O:29])[O:27][C@@H:11]([C@H:12]([O:19][Si:20]([C:23]([CH3:26])([CH3:25])[CH3:24])([CH3:22])[CH3:21])[C:13]3[S:14][C:15]([CH:31]=[CH2:32])=[CH:16][C:17]=31)[CH2:10]2)([C:4]([CH3:7])([CH3:6])[CH3:5])([CH3:3])[CH3:2], predict the reactants needed to synthesize it. (2) Given the product [Cl:50][C:47]1[C:46]([NH:51][S:52]([C:55]2[CH:56]=[CH:57][CH:58]=[CH:59][CH:60]=2)(=[O:54])=[O:53])=[CH:45][C:44]([C:2]2[CH:3]=[CH:4][C:5]3[O:10][CH2:9][C:8](=[O:11])[N:7]([CH2:12][C:13]4[CH:18]=[CH:17][CH:16]=[CH:15][CH:14]=4)[C:6]=3[CH:19]=2)=[CH:49][N:48]=1, predict the reactants needed to synthesize it. The reactants are: Br[C:2]1[CH:3]=[CH:4][C:5]2[O:10][CH2:9][C:8](=[O:11])[N:7]([CH2:12][C:13]3[CH:18]=[CH:17][CH:16]=[CH:15][CH:14]=3)[C:6]=2[CH:19]=1.B1(B2OC(C)(C)C(C)(C)O2)OC(C)(C)C(C)(C)O1.C([O-])(=O)C.[K+].Br[C:44]1[CH:45]=[C:46]([NH:51][S:52]([C:55]2[CH:60]=[CH:59][CH:58]=[CH:57][CH:56]=2)(=[O:54])=[O:53])[C:47]([Cl:50])=[N:48][CH:49]=1.C([O-])([O-])=O.[K+].[K+]. (3) Given the product [CH2:1]([O:4][C:5]([C:7]1[C:11]2[C:12](=[S:19])[NH:13][CH2:14][CH2:15][CH2:16][C:10]=2[NH:9][CH:8]=1)=[O:6])[CH2:2][CH3:3], predict the reactants needed to synthesize it. The reactants are: [CH2:1]([O:4][C:5]([C:7]1[C:11]2[C:12](=O)[NH:13][CH2:14][CH2:15][CH2:16][C:10]=2[NH:9][CH:8]=1)=[O:6])[CH2:2][CH3:3].P12(SP3(SP(SP(S3)(S1)=S)(=S)S2)=S)=[S:19]. (4) Given the product [CH2:11]([O:13][CH:14]([O:17][CH2:18][CH3:19])[CH2:15][CH2:16][SH:3]1[C:4]2[CH:10]=[CH:9][CH:8]=[CH:7][C:5]=2[N:6]=[C:2]1[CH3:1])[CH3:12], predict the reactants needed to synthesize it. The reactants are: [CH3:1][C:2]1[S:3][C:4]2[CH:10]=[CH:9][CH:8]=[CH:7][C:5]=2[N:6]=1.[CH2:11]([O:13][CH:14]([O:17][CH2:18][CH3:19])[CH:15]=[CH2:16])[CH3:12].C(O)(=O)C. (5) Given the product [CH2:1]([O:3][C:4](=[O:18])[CH:5]=[CH:6][C:7]1[C:8]([C:19]2[CH:24]=[CH:23][CH:22]=[CH:21][CH:20]=2)=[N:9][C:10]([C:13]([F:16])([F:15])[F:14])=[CH:11][CH:12]=1)[CH3:2], predict the reactants needed to synthesize it. The reactants are: [CH2:1]([O:3][C:4](=[O:18])[CH:5]=[CH:6][C:7]1[C:8](Cl)=[N:9][C:10]([C:13]([F:16])([F:15])[F:14])=[CH:11][CH:12]=1)[CH3:2].[C:19]1(B(O)O)[CH:24]=[CH:23][CH:22]=[CH:21][CH:20]=1.C([O-])([O-])=O.[Cs+].[Cs+].COCCOC. (6) The reactants are: Br[CH2:2][CH2:3][CH2:4][CH2:5][CH2:6][CH2:7][C:8]1[C:14]2[CH:15]=[CH:16][C:17]([OH:19])=[CH:18][C:13]=2[CH2:12][CH2:11][CH2:10][C:9]=1[C:20]1[CH:25]=[CH:24][CH:23]=[C:22]([OH:26])[CH:21]=1.[CH2:27]([NH:29][CH2:30][CH2:31][CH2:32][S:33]([CH2:35][CH2:36][C:37]([F:40])([F:39])[F:38])=[O:34])[CH3:28]. Given the product [CH2:27]([N:29]([CH2:30][CH2:31][CH2:32][S:33]([CH2:35][CH2:36][C:37]([F:40])([F:38])[F:39])=[O:34])[CH2:2][CH2:3][CH2:4][CH2:5][CH2:6][CH2:7][C:8]1[C:14]2[CH:15]=[CH:16][C:17]([OH:19])=[CH:18][C:13]=2[CH2:12][CH2:11][CH2:10][C:9]=1[C:20]1[CH:25]=[CH:24][CH:23]=[C:22]([OH:26])[CH:21]=1)[CH3:28], predict the reactants needed to synthesize it.